Predict the reaction yield, written as a fraction of the theoretical maximum amount of product (1.0 means a 100% yield; for example, 0.34 means a 34% yield). From a dataset of Reaction yield outcomes from USPTO patents with 853,638 reactions. The reactants are [Br:1][C:2]1[CH:6]=[C:5](Br)[S:4][C:3]=1[C:8]#[N:9].[NH2:10][CH2:11][CH:12]1[O:16][CH2:15][CH2:14][O:13]1.C([O-])(O)=O.[Na+].CN1C(=O)CCC1. The catalyst is O. The product is [Br:1][C:2]1[CH:6]=[C:5]([NH:10][CH2:11][CH:12]2[O:16][CH2:15][CH2:14][O:13]2)[S:4][C:3]=1[C:8]#[N:9]. The yield is 0.190.